The task is: Predict the reactants needed to synthesize the given product.. This data is from Full USPTO retrosynthesis dataset with 1.9M reactions from patents (1976-2016). (1) Given the product [ClH:15].[N:10]1[C:11]2[CH:12]=[CH:13][CH:14]=[C:5]([C:3]([OH:4])=[O:2])[C:6]=2[CH:7]=[CH:8][CH:9]=1, predict the reactants needed to synthesize it. The reactants are: C[O:2][C:3]([C:5]1[C:6]2[CH:7]=[CH:8][CH:9]=[N:10][C:11]=2[CH:12]=[CH:13][CH:14]=1)=[O:4].[ClH:15]. (2) Given the product [F:23][C:24]([F:41])([F:42])[C:25]1[CH:30]=[C:29]([C:31]2([C:33]([F:36])([F:35])[F:34])[O:22][N:21]=[C:20]([C:13]3[C:14]4[C:19](=[CH:18][CH:17]=[CH:16][CH:15]=4)[C:10]([Br:9])=[CH:11][CH:12]=3)[CH2:32]2)[CH:28]=[C:27]([C:37]([F:38])([F:39])[F:40])[CH:26]=1, predict the reactants needed to synthesize it. The reactants are: ClN1C(=O)CCC1=O.[Br:9][C:10]1[C:19]2[C:14](=[CH:15][CH:16]=[CH:17][CH:18]=2)[C:13]([CH:20]=[N:21][OH:22])=[CH:12][CH:11]=1.[F:23][C:24]([F:42])([F:41])[C:25]1[CH:30]=[C:29]([C:31]([C:33]([F:36])([F:35])[F:34])=[CH2:32])[CH:28]=[C:27]([C:37]([F:40])([F:39])[F:38])[CH:26]=1.C(N(CC)CC)C. (3) Given the product [CH2:11]([O:13][C:14]1[CH:15]=[C:16]([CH:17]([NH2:18])[CH2:1][S:2]([CH3:5])(=[O:4])=[O:3])[CH:19]=[CH:20][C:21]=1[O:22][CH3:23])[CH3:12], predict the reactants needed to synthesize it. The reactants are: [CH3:1][S:2]([CH3:5])(=[O:4])=[O:3].[Li]CCCC.[CH2:11]([O:13][C:14]1[CH:15]=[C:16]([CH:19]=[CH:20][C:21]=1[O:22][CH3:23])[C:17]#[N:18])[CH3:12].[BH4-].[Na+].C(O)(C(F)(F)F)=O.[OH-].[Na+]. (4) Given the product [NH2:1][C:2]1[N:3]=[CH:4][C:5]([C:22]2[CH:27]=[CH:26][N:25]=[C:24]([C:28]3([C:34]([NH2:35])=[O:36])[CH2:29][CH2:30][O:31][CH2:32][CH2:33]3)[CH:23]=2)=[N:6][C:7]=1[C:8]1[O:12][N:11]=[C:10]([C:13]2[CH:18]=[CH:17][C:16]([CH2:19][NH:20][CH3:21])=[CH:15][CH:14]=2)[CH:9]=1, predict the reactants needed to synthesize it. The reactants are: [NH2:1][C:2]1[N:3]=[CH:4][C:5]([C:22]2[CH:27]=[CH:26][N:25]=[C:24]([C:28]3([C:34]#[N:35])[CH2:33][CH2:32][O:31][CH2:30][CH2:29]3)[CH:23]=2)=[N:6][C:7]=1[C:8]1[O:12][N:11]=[C:10]([C:13]2[CH:18]=[CH:17][C:16]([CH2:19][NH:20][CH3:21])=[CH:15][CH:14]=2)[CH:9]=1.[OH-:36].[Na+]. (5) The reactants are: [CH:1]([O:14][CH:15]1[CH2:20][CH2:19][N:18]([C:21]([F:33])([F:32])[C:22]2[N:27]=[C:26]([C:28]([O:30]C)=[O:29])[CH:25]=[CH:24][CH:23]=2)[CH2:17][CH2:16]1)([C:8]1[CH:13]=[CH:12][CH:11]=[CH:10][CH:9]=1)[C:2]1[CH:7]=[CH:6][CH:5]=[CH:4][CH:3]=1.[OH-].[Na+]. Given the product [CH:1]([O:14][CH:15]1[CH2:16][CH2:17][N:18]([C:21]([F:33])([F:32])[C:22]2[N:27]=[C:26]([C:28]([OH:30])=[O:29])[CH:25]=[CH:24][CH:23]=2)[CH2:19][CH2:20]1)([C:8]1[CH:9]=[CH:10][CH:11]=[CH:12][CH:13]=1)[C:2]1[CH:7]=[CH:6][CH:5]=[CH:4][CH:3]=1, predict the reactants needed to synthesize it. (6) Given the product [CH:1]([O:4][C:5]1[CH:10]=[CH:9][CH:8]=[CH:7][C:6]=1[NH:11][C:12]([NH2:14])=[S:13])([CH3:3])[CH3:2], predict the reactants needed to synthesize it. The reactants are: [CH:1]([O:4][C:5]1[CH:10]=[CH:9][CH:8]=[CH:7][C:6]=1[N:11]=[C:12]=[S:13])([CH3:3])[CH3:2].[NH3:14]. (7) Given the product [I:1][C:2]1[CH:3]=[C:4]([CH:10]=[CH:11][CH:12]=1)[CH2:5][N:6]([CH3:15])[CH:7]1[CH2:8][CH2:9]1, predict the reactants needed to synthesize it. The reactants are: [I:1][C:2]1[CH:3]=[C:4]([CH:10]=[CH:11][CH:12]=1)[CH2:5][NH:6][CH:7]1[CH2:9][CH2:8]1.CI.[C:15](=O)([O-])[O-].[K+].[K+].C(=O)([O-])O.[Na+]. (8) Given the product [CH2:1]([O:3][C:4](=[O:28])[C:5]1[CH:6]=[CH:7][C:8]([S:11]([NH:12][C:13]2[CH:18]=[CH:17][C:16]([N:19]3[CH2:20][CH2:21][CH:22]([NH:29][CH2:30][C@H:31]([OH:32])[C:33]4[CH:34]=[CH:35][C:36]([OH:44])=[C:37]([NH:39][S:40]([CH3:43])(=[O:42])=[O:41])[CH:38]=4)[CH2:23][CH2:24]3)=[CH:15][CH:14]=2)(=[O:26])=[O:27])=[CH:9][CH:10]=1)[CH3:2], predict the reactants needed to synthesize it. The reactants are: [CH2:1]([O:3][C:4](=[O:28])[C:5]1[CH:10]=[CH:9][C:8]([S:11](=[O:27])(=[O:26])[NH:12][C:13]2[CH:18]=[CH:17][C:16]([N:19]3[CH2:24][CH2:23][C:22](=O)[CH2:21][CH2:20]3)=[CH:15][CH:14]=2)=[CH:7][CH:6]=1)[CH3:2].[NH2:29][CH2:30][C@@H:31]([C:33]1[CH:34]=[CH:35][C:36]([OH:44])=[C:37]([NH:39][S:40]([CH3:43])(=[O:42])=[O:41])[CH:38]=1)[OH:32]. (9) The reactants are: C[O:2][C:3]([CH:5]1[CH2:10][CH2:9][C:8]([CH3:12])([CH3:11])[N:7]([C:13]([O:15][C:16]([CH3:19])([CH3:18])[CH3:17])=[O:14])[CH2:6]1)=[O:4].[OH-].[Li+]. Given the product [C:16]([O:15][C:13]([N:7]1[C:8]([CH3:12])([CH3:11])[CH2:9][CH2:10][CH:5]([C:3]([OH:4])=[O:2])[CH2:6]1)=[O:14])([CH3:19])([CH3:17])[CH3:18], predict the reactants needed to synthesize it. (10) Given the product [C:14]([C:10]1[CH:9]=[C:8]([CH:13]=[CH:12][CH:11]=1)[O:7][CH2:6][CH2:5][CH2:4][CH2:3][CH2:2][N:17]1[CH2:22][CH2:21][CH:20]([C:23]2[CH:24]=[C:25]([NH:29][C:30]([CH:32]3[CH2:33][CH2:34]3)=[O:31])[CH:26]=[CH:27][CH:28]=2)[CH2:19][CH2:18]1)(=[O:16])[CH3:15], predict the reactants needed to synthesize it. The reactants are: Cl[CH2:2][CH2:3][CH2:4][CH2:5][CH2:6][O:7][C:8]1[CH:9]=[C:10]([C:14](=[O:16])[CH3:15])[CH:11]=[CH:12][CH:13]=1.[NH:17]1[CH2:22][CH2:21][CH:20]([C:23]2[CH:24]=[C:25]([NH:29][C:30]([CH:32]3[CH2:34][CH2:33]3)=[O:31])[CH:26]=[CH:27][CH:28]=2)[CH2:19][CH2:18]1.